Task: Predict which catalyst facilitates the given reaction.. Dataset: Catalyst prediction with 721,799 reactions and 888 catalyst types from USPTO (1) Reactant: [CH3:1][C:2]1([CH3:16])[CH2:7][CH2:6][C:5](OS(C(F)(F)F)(=O)=O)=[CH:4][CH2:3]1.[B:17]1([B:17]2[O:21][C:20]([CH3:23])([CH3:22])[C:19]([CH3:25])([CH3:24])[O:18]2)[O:21][C:20]([CH3:23])([CH3:22])[C:19]([CH3:25])([CH3:24])[O:18]1.C([O-])(=O)C.[K+]. Product: [CH3:1][C:2]1([CH3:16])[CH2:7][CH2:6][C:5]([B:17]2[O:21][C:20]([CH3:23])([CH3:22])[C:19]([CH3:25])([CH3:24])[O:18]2)=[CH:4][CH2:3]1. The catalyst class is: 12. (2) Reactant: [ClH:1].[NH2:2][C@@H:3]([CH2:10][CH2:11][CH3:12])[C@H:4]([OH:9])[C:5]([O:7]C)=O.[CH:13]1([NH2:16])[CH2:15][CH2:14]1. Product: [ClH:1].[NH2:2][C@@H:3]([CH2:10][CH2:11][CH3:12])[C@H:4]([OH:9])[C:5]([N-:16][CH:13]1[CH2:15][CH2:14]1)=[O:7]. The catalyst class is: 7. (3) Reactant: [CH3:1][S:2][C:3]1[C:4]([S:12][C:13]2[NH:14][C:15]3[CH:20]=[CH:19][N:18]=[C:17]([NH2:21])[C:16]=3[N:22]=2)=[CH:5][C:6]2[O:10][CH2:9][O:8][C:7]=2[CH:11]=1.Br[CH2:24][CH2:25][NH:26][C:27](=[O:33])[O:28][C:29]([CH3:32])([CH3:31])[CH3:30].C([O-])([O-])=O.[Cs+].[Cs+]. Product: [NH2:21][C:17]1[C:16]2[N:22]=[C:13]([S:12][C:4]3[C:3]([S:2][CH3:1])=[CH:11][C:7]4[O:8][CH2:9][O:10][C:6]=4[CH:5]=3)[N:14]([CH2:24][CH2:25][NH:26][C:27](=[O:33])[O:28][C:29]([CH3:32])([CH3:31])[CH3:30])[C:15]=2[CH:20]=[CH:19][N:18]=1. The catalyst class is: 3. (4) Reactant: [CH2:1]([N:8]1[CH2:13][CH2:12][C:11]([S:21]([C:24]2[CH:29]=[CH:28][C:27]([C:30]3[CH:35]=[CH:34][C:33]([O:36][C:37]([F:42])([F:41])[CH:38]([F:40])[F:39])=[CH:32][CH:31]=3)=[CH:26][CH:25]=2)(=[O:23])=[O:22])([C:14](OC(C)(C)C)=[O:15])[CH2:10][CH2:9]1)[C:2]1C=CC=C[CH:3]=1.C(N(CC)CC)C.F[B-](F)(F)F.N1(OC(N(C)C)=[N+](C)C)C2C=CC=CC=2N=N1.[O:72]1[CH2:77][CH2:76][CH2:75][CH2:74][CH:73]1[O:78][NH2:79]. Product: [CH:1]1([N:8]2[CH2:13][CH2:12][C:11]([S:21]([C:24]3[CH:25]=[CH:26][C:27]([C:30]4[CH:31]=[CH:32][C:33]([O:36][C:37]([F:41])([F:42])[CH:38]([F:39])[F:40])=[CH:34][CH:35]=4)=[CH:28][CH:29]=3)(=[O:23])=[O:22])([C:14]([NH:79][O:78][CH:73]3[CH2:74][CH2:75][CH2:76][CH2:77][O:72]3)=[O:15])[CH2:10][CH2:9]2)[CH2:2][CH2:3]1. The catalyst class is: 42. (5) Reactant: [NH2:1][C:2]1[C:7]([C:8]#[N:9])=[C:6]([C:10]2[CH:11]=[N:12][C:13]([O:16][CH2:17][C@@H:18]3[CH2:22][O:21]C(C)(C)[O:19]3)=[CH:14][CH:15]=2)[C:5]([C:25]#[N:26])=[C:4]([S:27][CH2:28][C:29]2[N:30]=[C:31]([C:34]3[CH:39]=[CH:38][C:37]([Cl:40])=[CH:36][CH:35]=3)[O:32][CH:33]=2)[N:3]=1.O. Product: [NH2:1][C:2]1[C:7]([C:8]#[N:9])=[C:6]([C:10]2[CH:11]=[N:12][C:13]([O:16][CH2:17][C@@H:18]([OH:19])[CH2:22][OH:21])=[CH:14][CH:15]=2)[C:5]([C:25]#[N:26])=[C:4]([S:27][CH2:28][C:29]2[N:30]=[C:31]([C:34]3[CH:35]=[CH:36][C:37]([Cl:40])=[CH:38][CH:39]=3)[O:32][CH:33]=2)[N:3]=1. The catalyst class is: 15.